From a dataset of Catalyst prediction with 721,799 reactions and 888 catalyst types from USPTO. Predict which catalyst facilitates the given reaction. Reactant: [Si:1]([O:8][CH2:9][C:10]1[N:11]([CH3:23])[C:12]2[C:17]([CH:18]=1)=[CH:16][C:15]([CH:19]=[O:20])=[C:14]([CH:21]=[CH2:22])[CH:13]=2)([C:4]([CH3:7])([CH3:6])[CH3:5])([CH3:3])[CH3:2].[CH:24]([Mg]Cl)=[CH:25][CH3:26]. Product: [Si:1]([O:8][CH2:9][C:10]1[N:11]([CH3:23])[C:12]2[C:17]([CH:18]=1)=[CH:16][C:15]([CH:19]([OH:20])[CH:24]=[CH:25][CH3:26])=[C:14]([CH:21]=[CH2:22])[CH:13]=2)([C:4]([CH3:7])([CH3:6])[CH3:5])([CH3:3])[CH3:2]. The catalyst class is: 1.